Dataset: Catalyst prediction with 721,799 reactions and 888 catalyst types from USPTO. Task: Predict which catalyst facilitates the given reaction. (1) Reactant: [F:1][C:2]1[CH:13]=[CH:12][C:11]([N+:14]([O-])=O)=[CH:10][C:3]=1[CH2:4][N:5]1[CH2:9][CH2:8][CH2:7][CH2:6]1.Cl[Sn]Cl. Product: [F:1][C:2]1[CH:13]=[CH:12][C:11]([NH2:14])=[CH:10][C:3]=1[CH2:4][N:5]1[CH2:9][CH2:8][CH2:7][CH2:6]1. The catalyst class is: 295. (2) Reactant: [CH3:1][C:2]1[N:10]=[C:9]([C:11]([F:14])([F:13])[F:12])[CH:8]=[CH:7][C:3]=1[C:4](Cl)=[O:5].[CH3:15][O:16][C:17]([C:19]1([O:28][CH3:29])[CH2:24][CH:23]([CH3:25])[C:22](=[O:26])[CH:21]=[C:20]1[OH:27])=[O:18].C(N(CC)CC)C.[C-]#N.[K+]. Product: [CH3:15][O:16][C:17]([C:19]1([O:28][CH3:29])[CH2:24][CH:23]([CH3:25])[C:22](=[O:26])[C:21]([C:4]([C:3]2[C:2]([CH3:1])=[N:10][C:9]([C:11]([F:14])([F:13])[F:12])=[CH:8][CH:7]=2)=[O:5])=[C:20]1[OH:27])=[O:18]. The catalyst class is: 10. (3) Reactant: [ClH:1].[CH:2]1([C:5](=[O:33])[CH:6]([N:14]2[CH2:19][CH2:18][CH:17]([SH:20])/[C:16](=[CH:21]\[C:22]3[CH:26]=[CH:25][N:24]([CH2:27][C:28]([O:30]CC)=[O:29])[N:23]=3)/[CH2:15]2)[C:7]2[CH:12]=[CH:11][CH:10]=[CH:9][C:8]=2[F:13])[CH2:4][CH2:3]1.Cl. Product: [ClH:1].[C:28]([CH2:27][N:24]1[CH:25]=[CH:26][C:22](/[CH:21]=[C:16]2/[CH2:15][N:14]([CH:6]([C:7]3[CH:12]=[CH:11][CH:10]=[CH:9][C:8]=3[F:13])[C:5]([CH:2]3[CH2:3][CH2:4]3)=[O:33])[CH2:19][CH2:18][CH:17]/2[SH:20])=[N:23]1)([OH:30])=[O:29]. The catalyst class is: 10. (4) Reactant: [CH3:1][C:2]1[NH:6][N:5]=[C:4]([NH2:7])[CH:3]=1.[I-].[K+].[Cl:10][C:11]1[CH:12]=[C:13]([C:18]([C:20]2[N:29]=[C:28](Cl)[C:27]3[C:22](=[CH:23][CH:24]=[CH:25][CH:26]=3)[N:21]=2)=[O:19])[CH:14]=[CH:15][C:16]=1[F:17].O. Product: [Cl:10][C:11]1[CH:12]=[C:13]([C:18]([C:20]2[N:29]=[C:28]([NH:7][C:4]3[CH:3]=[C:2]([CH3:1])[NH:6][N:5]=3)[C:27]3[C:22](=[CH:23][CH:24]=[CH:25][CH:26]=3)[N:21]=2)=[O:19])[CH:14]=[CH:15][C:16]=1[F:17]. The catalyst class is: 3. (5) Reactant: [OH:1][C:2]1[CH:3]=[C:4]([CH:8]=[CH:9][C:10]=1[CH3:11])[C:5]([OH:7])=[O:6].C(=O)([O-])[O-].[K+].[K+].[C:18](#N)[CH3:19].[CH2:21](I)[CH3:22]. Product: [CH2:21]([O:1][C:2]1[CH:3]=[C:4]([CH:8]=[CH:9][C:10]=1[CH3:11])[C:5]([O:7][CH2:18][CH3:19])=[O:6])[CH3:22]. The catalyst class is: 6. (6) The catalyst class is: 17. Product: [C:32]([NH:1][C@H:2]1[CH2:7][CH2:6][CH2:5][N:4]([C:8]2[N:13]3[N:14]=[CH:15][CH:16]=[C:12]3[N:11]=[C:10]([NH:17][C:18](=[O:29])[C:19]3[CH:24]=[CH:23][C:22]([C:25]([OH:28])([CH3:26])[CH3:27])=[CH:21][CH:20]=3)[CH:9]=2)[CH2:3]1)(=[O:33])[CH3:31]. Reactant: [NH2:1][C@H:2]1[CH2:7][CH2:6][CH2:5][N:4]([C:8]2[N:13]3[N:14]=[CH:15][CH:16]=[C:12]3[N:11]=[C:10]([NH:17][C:18](=[O:29])[C:19]3[CH:24]=[CH:23][C:22]([C:25]([OH:28])([CH3:27])[CH3:26])=[CH:21][CH:20]=3)[CH:9]=2)[CH2:3]1.F[C:31](F)(F)[C:32]([O-])=[O:33].C(Cl)(=O)C.O. (7) Reactant: [Cl:1][C:2]1[CH:7]=[CH:6][CH:5]=[C:4]([CH:8]=[CH2:9])[CH:3]=1.[Mn]([O-])(=O)(=O)=[O:11].[K+].[OH-:16].[Na+]. Product: [Cl:1][C:2]1[CH:3]=[C:4]([CH:8]([OH:11])[CH2:9][OH:16])[CH:5]=[CH:6][CH:7]=1. The catalyst class is: 5.